Dataset: Reaction yield outcomes from USPTO patents with 853,638 reactions. Task: Predict the reaction yield, written as a fraction of the theoretical maximum amount of product (1.0 means a 100% yield; for example, 0.34 means a 34% yield). (1) The reactants are Br[C:2]1[CH:3]=[C:4]([C:15]([O:17]C)=[O:16])[C:5]2[C:6]([CH3:14])=[CH:7][N:8]([CH:11]([CH3:13])[CH3:12])[C:9]=2[CH:10]=1.[CH3:19][S:20]([OH:22])=[O:21].CNCCNC. The catalyst is CS(C)=O. The product is [CH:11]([N:8]1[C:9]2[CH:10]=[C:2]([S:20]([CH3:19])(=[O:22])=[O:21])[CH:3]=[C:4]([C:15]([OH:17])=[O:16])[C:5]=2[C:6]([CH3:14])=[CH:7]1)([CH3:13])[CH3:12]. The yield is 0.250. (2) The reactants are CC(C)(O[C:5]([NH:7][CH2:8][CH2:9][CH2:10][CH2:11][C@@H:12]([C:24]([N:26]1[CH2:31][CH2:30][N:29]([C:32]2[CH:37]=[CH:36][N:35]=[CH:34][CH:33]=2)[CH2:28][CH2:27]1)=[O:25])[NH:13][C:14]([O:16][CH2:17][C:18]1[CH:23]=[CH:22][CH:21]=[CH:20][CH:19]=1)=[O:15])=O)C.F[C:40](F)(F)C(O)=O. The catalyst is ClCCl. The product is [CH3:40][N:7]([CH3:5])[CH2:8][CH2:9][CH2:10][CH2:11][C@@H:12]([C:24]([N:26]1[CH2:27][CH2:28][N:29]([C:32]2[CH:37]=[CH:36][N:35]=[CH:34][CH:33]=2)[CH2:30][CH2:31]1)=[O:25])[NH:13][C:14]([O:16][CH2:17][C:18]1[CH:23]=[CH:22][CH:21]=[CH:20][CH:19]=1)=[O:15]. The yield is 0.970. (3) The reactants are [C:1]([O:9][CH3:10])(=[O:8])[C:2]1[CH:7]=[CH:6][CH:5]=[CH:4][CH:3]=1.[NH:11]1[CH2:16][CH2:15][CH:14](CO)[CH2:13][CH2:12]1. The catalyst is C1(C)C=CC=CC=1. The product is [C:1]([O:9][CH2:10][CH:14]1[CH2:15][CH2:16][NH:11][CH2:12][CH2:13]1)(=[O:8])[C:2]1[CH:7]=[CH:6][CH:5]=[CH:4][CH:3]=1. The yield is 0.880. (4) The reactants are Cl[C:2]1[N:10]=[C:9]2[C:5]([N:6]=[CH:7][N:8]2[CH3:11])=[C:4]([NH:12][CH2:13][CH:14]2[CH2:16][CH2:15]2)[N:3]=1.[NH2:17][C@H:18]([CH2:21][CH3:22])[CH2:19][OH:20].CCOCC. The catalyst is O. The product is [CH:14]1([CH2:13][NH:12][C:4]2[N:3]=[C:2]([NH:17][C@H:18]([CH2:21][CH3:22])[CH2:19][OH:20])[N:10]=[C:9]3[C:5]=2[N:6]=[CH:7][N:8]3[CH3:11])[CH2:16][CH2:15]1. The yield is 0.590. (5) The reactants are [C:1]([O:5][C:6]([N:8]1[CH2:12][C@@H:11]([CH2:13][O:14][Si:15]([C:18]([CH3:21])([CH3:20])[CH3:19])([CH3:17])[CH3:16])[CH2:10][C@H:9]1[C:22]1[NH:23][C:24]([I:28])=[C:25](I)[N:26]=1)=[O:7])([CH3:4])([CH3:3])[CH3:2].[Li+].[Cl-].C([Mg]Cl)(C)C. The catalyst is C1COCC1.[NH4+].[Cl-].O. The product is [Si:15]([O:14][CH2:13][C@@H:11]1[CH2:12][N:8]([C:6]([O:5][C:1]([CH3:3])([CH3:4])[CH3:2])=[O:7])[C@H:9]([C:22]2[NH:26][CH:25]=[C:24]([I:28])[N:23]=2)[CH2:10]1)([C:18]([CH3:19])([CH3:20])[CH3:21])([CH3:16])[CH3:17]. The yield is 0.650.